Predict the product of the given reaction. From a dataset of Forward reaction prediction with 1.9M reactions from USPTO patents (1976-2016). (1) Given the reactants CC1(C)C(C)(C)OB([C:9]2[CH2:10][CH2:11][N:12]([C:15]([O:17][C:18]([CH3:21])([CH3:20])[CH3:19])=[O:16])[CH2:13][CH:14]=2)O1.Br[C:24]1[CH:25]=[CH:26][C:27]([CH2:30][N:31]2[C:39]3[C:34](=[CH:35][C:36]([S:40]([CH3:43])(=[O:42])=[O:41])=[CH:37][CH:38]=3)[CH:33]=[CH:32]2)=[N:28][CH:29]=1, predict the reaction product. The product is: [CH3:43][S:40]([C:36]1[CH:35]=[C:34]2[C:39](=[CH:38][CH:37]=1)[N:31]([CH2:30][C:27]1[CH:26]=[CH:25][C:24]([C:9]3[CH2:10][CH2:11][N:12]([C:15]([O:17][C:18]([CH3:19])([CH3:20])[CH3:21])=[O:16])[CH2:13][CH:14]=3)=[CH:29][N:28]=1)[CH:32]=[CH:33]2)(=[O:41])=[O:42]. (2) Given the reactants [CH3:1][S:2][C:3]1[C:4]2[C:5]([CH2:22][C:23]3[CH:28]=[CH:27][C:26]([Cl:29])=[CH:25][CH:24]=3)=[CH:6][N:7]([Si](C(C)C)(C(C)C)C(C)C)[C:8]=2[CH:9]=[CH:10][CH:11]=1.CCCC[N+](CCCC)(CCCC)CCCC.[F-].O, predict the reaction product. The product is: [CH3:1][S:2][C:3]1[C:4]2[C:5]([CH2:22][C:23]3[CH:24]=[CH:25][C:26]([Cl:29])=[CH:27][CH:28]=3)=[CH:6][NH:7][C:8]=2[CH:9]=[CH:10][CH:11]=1. (3) Given the reactants [C:1]([C:4]1[C:12]2[C:7](=[CH:8][CH:9]=[C:10]([C:13]3[CH:14]=[N:15][C:16]([F:19])=[CH:17][CH:18]=3)[CH:11]=2)[N:6]([CH2:20][C:21]([O:23]C(C)(C)C)=[O:22])[N:5]=1)(=[O:3])[NH2:2], predict the reaction product. The product is: [C:1]([C:4]1[C:12]2[C:7](=[CH:8][CH:9]=[C:10]([C:13]3[CH:14]=[N:15][C:16]([F:19])=[CH:17][CH:18]=3)[CH:11]=2)[N:6]([CH2:20][C:21]([OH:23])=[O:22])[N:5]=1)(=[O:3])[NH2:2]. (4) Given the reactants [C:1]([NH2:9])(=[S:8])[C:2]1[CH:7]=[CH:6][CH:5]=[CH:4][CH:3]=1.[Cl:10][CH2:11][C:12]([CH2:14]Cl)=O, predict the reaction product. The product is: [Cl:10][CH2:11][C:12]1[N:9]=[C:1]([C:2]2[CH:7]=[CH:6][CH:5]=[CH:4][CH:3]=2)[S:8][CH:14]=1. (5) Given the reactants [NH2:1][CH2:2][CH:3]([C:5]1[CH:10]=[CH:9][CH:8]=[CH:7][CH:6]=1)[OH:4].[CH2:11]=O, predict the reaction product. The product is: [C:5]1([CH:3]2[O:4][CH2:11][NH:1][CH2:2]2)[CH:10]=[CH:9][CH:8]=[CH:7][CH:6]=1. (6) Given the reactants [C:1]([O:4][CH2:5][CH2:6][CH2:7][CH2:8][C:9]1[C:17]2[C:12](=[CH:13][CH:14]=[CH:15][CH:16]=2)[NH:11][C:10]=1[CH:18]1[CH2:23][CH2:22][C:21]([N:30]([CH3:32])[CH3:31])([C:24]2[CH:29]=[CH:28][CH:27]=[CH:26][CH:25]=2)[CH2:20][CH2:19]1)(=[O:3])[CH3:2].[Si]([Cl:37])(C)(C)C, predict the reaction product. The product is: [ClH:37].[C:1]([O:4][CH2:5][CH2:6][CH2:7][CH2:8][C:9]1[C:17]2[C:12](=[CH:13][CH:14]=[CH:15][CH:16]=2)[NH:11][C:10]=1[CH:18]1[CH2:19][CH2:20][C:21]([N:30]([CH3:32])[CH3:31])([C:24]2[CH:29]=[CH:28][CH:27]=[CH:26][CH:25]=2)[CH2:22][CH2:23]1)(=[O:3])[CH3:2]. (7) Given the reactants [CH3:1][O:2][C:3]1[CH:44]=[CH:43][C:6]([C:7]([O:20][CH2:21][C@H:22]2[O:26][C@@H:25]([N:27]3[CH:35]=[C:33]([CH3:34])[C:31](=[O:32])[NH:30][C:28]3=[O:29])[C@H:24](I)[C@:23]2([SiH2]C=C(C)C)[OH:37])([C:14]2[CH:19]=[CH:18][CH:17]=[CH:16][CH:15]=2)[C:8]2[CH:13]=[CH:12][CH:11]=[CH:10][CH:9]=2)=[CH:5][CH:4]=1.N(C(C)(C)C#N)=N[C:47](C)(C)[C:48]#N.C[Sn](C)C.C[Sn](C)C.[F-].C([N+](CCCC)(CCCC)CCCC)CCC.C1COCC1, predict the reaction product. The product is: [CH3:1][O:2][C:3]1[CH:44]=[CH:43][C:6]([C:7]([O:20][CH2:21][C@H:22]2[O:26][C@@H:25]([N:27]3[CH:35]=[C:33]([CH3:34])[C:31](=[O:32])[NH:30][C:28]3=[O:29])[C@H:24]([CH:47]=[CH2:48])[C@@H:23]2[OH:37])([C:14]2[CH:15]=[CH:16][CH:17]=[CH:18][CH:19]=2)[C:8]2[CH:9]=[CH:10][CH:11]=[CH:12][CH:13]=2)=[CH:5][CH:4]=1. (8) Given the reactants [F:1][C:2]([F:26])([F:25])[C:3]1[N:8]2[N:9]=[CH:10][C:11]([C:12](O)=[O:13])=[C:7]2[N:6]=[C:5]([C:15]2[CH:20]=[CH:19][C:18]([C:21]([F:24])([F:23])[F:22])=[CH:17][CH:16]=2)[CH:4]=1.[OH:27][CH2:28][CH:29]([NH:32][S:33]([C:36]1[S:37][C:38]([Cl:42])=[C:39]([NH2:41])[CH:40]=1)(=[O:35])=[O:34])[CH2:30][OH:31], predict the reaction product. The product is: [Cl:42][C:38]1[S:37][C:36]([S:33](=[O:35])(=[O:34])[NH:32][CH:29]([CH2:28][OH:27])[CH2:30][OH:31])=[CH:40][C:39]=1[NH:41][C:12]([C:11]1[CH:10]=[N:9][N:8]2[C:3]([C:2]([F:26])([F:25])[F:1])=[CH:4][C:5]([C:15]3[CH:16]=[CH:17][C:18]([C:21]([F:22])([F:23])[F:24])=[CH:19][CH:20]=3)=[N:6][C:7]=12)=[O:13].